Dataset: Full USPTO retrosynthesis dataset with 1.9M reactions from patents (1976-2016). Task: Predict the reactants needed to synthesize the given product. (1) Given the product [OH:15][C:12]1[CH:11]=[CH:10][C:9]([C:8](=[C:16]2[CH2:21][C:20]([CH3:22])([CH3:23])[CH2:19][C:18]([CH3:24])([CH3:25])[CH2:17]2)[C:5]2[CH:6]=[CH:7][C:2]([C:31]3[C:30]([C:28]([O:27][CH3:26])=[O:29])=[CH:35][CH:34]=[CH:33][CH:32]=3)=[CH:3][CH:4]=2)=[CH:14][CH:13]=1, predict the reactants needed to synthesize it. The reactants are: Br[C:2]1[CH:7]=[CH:6][C:5]([C:8](=[C:16]2[CH2:21][C:20]([CH3:23])([CH3:22])[CH2:19][C:18]([CH3:25])([CH3:24])[CH2:17]2)[C:9]2[CH:14]=[CH:13][C:12]([OH:15])=[CH:11][CH:10]=2)=[CH:4][CH:3]=1.[CH3:26][O:27][C:28]([C:30]1[CH:35]=[CH:34][CH:33]=[CH:32][C:31]=1B(O)O)=[O:29].C([O-])([O-])=O.[Na+].[Na+]. (2) Given the product [CH3:22][O:21][C:19]([C:17]1[N:16]([CH:2]2[C:10]3[C:5](=[CH:6][CH:7]=[CH:8][CH:9]=3)[C:4](=[O:11])[C:3]2([CH3:13])[CH3:12])[CH:15]=[N:14][CH:18]=1)=[O:20], predict the reactants needed to synthesize it. The reactants are: O[CH:2]1[C:10]2[C:5](=[CH:6][CH:7]=[CH:8][CH:9]=2)[C:4](=[O:11])[C:3]1([CH3:13])[CH3:12].[NH:14]1[CH:18]=[C:17]([C:19]([O:21][CH3:22])=[O:20])[N:16]=[CH:15]1.C1(P(C2C=CC=CC=2)C2C=CC=CC=2)C=CC=CC=1.N(C(OC(C)(C)C)=O)=NC(OC(C)(C)C)=O.Cl.O1CCOCC1. (3) Given the product [CH2:16]([O:15][C:3]1[C:4]([CH3:14])=[C:5]([CH3:13])[C:6]2[N:7]([C:9]([NH2:12])=[N:10][N:11]=2)[N:8]=1)[CH3:17], predict the reactants needed to synthesize it. The reactants are: Br.Cl[C:3]1[C:4]([CH3:14])=[C:5]([CH3:13])[C:6]2[N:7]([C:9]([NH2:12])=[N:10][N:11]=2)[N:8]=1.[O-:15][CH2:16][CH3:17].[Na+].